The task is: Predict which catalyst facilitates the given reaction.. This data is from Catalyst prediction with 721,799 reactions and 888 catalyst types from USPTO. Reactant: Cl.Cl.[NH2:3][CH:4]1[CH2:13][C:12]2[C:7](=[CH:8][N:9]=[CH:10][CH:11]=2)[NH:6][C:5]1=[O:14].C(OC([NH:22][C@H:23]([CH2:28][C:29]1[CH:34]=[CH:33][C:32]([F:35])=[CH:31][CH:30]=1)[CH2:24][C:25](O)=[O:26])=O)(C)(C)C.C(N(CC)CC)C.C1C=CC2N(O)N=NC=2C=1.CCN=C=NCCCN(C)C.Cl. Product: [NH2:22][C@H:23]([CH2:28][C:29]1[CH:30]=[CH:31][C:32]([F:35])=[CH:33][CH:34]=1)[CH2:24][C:25]([NH:3][CH:4]1[CH2:13][C:12]2[C:7](=[CH:8][N:9]=[CH:10][CH:11]=2)[NH:6][C:5]1=[O:14])=[O:26]. The catalyst class is: 880.